From a dataset of M1 muscarinic receptor agonist screen with 61,833 compounds. Binary Classification. Given a drug SMILES string, predict its activity (active/inactive) in a high-throughput screening assay against a specified biological target. The molecule is Clc1cc(n2nnc3c(=O)n(CC(=O)N4CCCC4)cnc23)ccc1. The result is 0 (inactive).